From a dataset of Catalyst prediction with 721,799 reactions and 888 catalyst types from USPTO. Predict which catalyst facilitates the given reaction. (1) Reactant: [H-].[Na+].[CH3:3][S@@:4]([C:7]1[CH:12]=[CH:11][CH:10]=[CH:9][CH:8]=1)(=[NH:6])=[O:5].Cl[C:14]1[N:19]=[CH:18][C:17]([C:20]#[N:21])=[CH:16][CH:15]=1. Product: [CH3:3][S@@:4](=[N:6][C:14]1[N:19]=[CH:18][C:17]([C:20]#[N:21])=[CH:16][CH:15]=1)(=[O:5])[C:7]1[CH:12]=[CH:11][CH:10]=[CH:9][CH:8]=1. The catalyst class is: 588. (2) Reactant: [I:1][C:2]1[CH:3]=[C:4]([S:8]([NH:11][CH2:12][C:13]([NH2:15])=[O:14])(=[O:10])=[O:9])[CH:5]=[CH:6][CH:7]=1.[H-].[Na+].[CH3:18][Si:19]([CH3:26])([CH3:25])[CH2:20][CH2:21][O:22][CH2:23]Cl.P([O-])([O-])([O-])=O. Product: [I:1][C:2]1[CH:3]=[C:4]([S:8]([N:11]([CH2:23][O:22][CH2:21][CH2:20][Si:19]([CH3:26])([CH3:25])[CH3:18])[CH2:12][C:13]([NH2:15])=[O:14])(=[O:10])=[O:9])[CH:5]=[CH:6][CH:7]=1. The catalyst class is: 3. (3) The catalyst class is: 12. Product: [C:3]1([C@H:13]([NH:15][C@H:16]2[CH2:20][CH2:19][N:18]([C:22]3[N:27]=[CH:26][CH:25]=[CH:24][N:23]=3)[CH2:17]2)[CH3:14])[C:12]2[C:7](=[CH:8][CH:9]=[CH:10][CH:11]=2)[CH:6]=[CH:5][CH:4]=1. Reactant: Cl.Cl.[C:3]1([C@H:13]([NH:15][C@H:16]2[CH2:20][CH2:19][NH:18][CH2:17]2)[CH3:14])[C:12]2[C:7](=[CH:8][CH:9]=[CH:10][CH:11]=2)[CH:6]=[CH:5][CH:4]=1.Br[C:22]1[N:27]=[CH:26][CH:25]=[CH:24][N:23]=1.C(N(C(C)C)CC)(C)C. (4) Reactant: [CH2:1]([O:8][C:9]([NH:11][CH2:12][CH:13]([OH:26])[CH2:14][NH:15][C:16]([O:18][CH2:19][C:20]1[CH:25]=[CH:24][CH:23]=[CH:22][CH:21]=1)=[O:17])=[O:10])[C:2]1[CH:7]=[CH:6][CH:5]=[CH:4][CH:3]=1.C(Cl)CCl.CS(C)=O.FC(F)(F)C([O-])=O.[NH+]1C=CC=CC=1. Product: [CH2:19]([O:18][C:16]([NH:15][CH2:14][C:13](=[O:26])[CH2:12][NH:11][C:9]([O:8][CH2:1][C:2]1[CH:3]=[CH:4][CH:5]=[CH:6][CH:7]=1)=[O:10])=[O:17])[C:20]1[CH:21]=[CH:22][CH:23]=[CH:24][CH:25]=1. The catalyst class is: 4. (5) Reactant: [NH2:1][C:2]1[CH:3]=[C:4]([NH:10][C:11]([C:13]2[CH:18]=[CH:17][C:16]([C:19]3[CH:24]=[CH:23][CH:22]=[CH:21][CH:20]=3)=[CH:15][CH:14]=2)=[O:12])[CH:5]=[CH:6][C:7]=1[O:8][CH3:9].[CH:25](=O)[C:26]1[CH:31]=[CH:30][CH:29]=[CH:28][CH:27]=1.C(O[BH-](OC(=O)C)OC(=O)C)(=O)C.[Na+].C(O)(=O)C. Product: [CH2:25]([NH:1][C:2]1[CH:3]=[C:4]([NH:10][C:11]([C:13]2[CH:18]=[CH:17][C:16]([C:19]3[CH:24]=[CH:23][CH:22]=[CH:21][CH:20]=3)=[CH:15][CH:14]=2)=[O:12])[CH:5]=[CH:6][C:7]=1[O:8][CH3:9])[C:26]1[CH:31]=[CH:30][CH:29]=[CH:28][CH:27]=1. The catalyst class is: 4. (6) Reactant: [Cl:1][C:2]1[C:9]([CH3:10])=[C:8]([N:11]2[C:15](=O)[C@@H:14]3[C@H:17]([OH:20])[CH2:18][CH2:19][N:13]3[C:12]2=[O:21])[CH:7]=[CH:6][C:3]=1[C:4]#[N:5].C([SiH](CC)CC)C.B(F)(F)F.CCOCC. Product: [Cl:1][C:2]1[C:9]([CH3:10])=[C:8]([N:11]2[CH2:15][C@@H:14]3[C@H:17]([OH:20])[CH2:18][CH2:19][N:13]3[C:12]2=[O:21])[CH:7]=[CH:6][C:3]=1[C:4]#[N:5]. The catalyst class is: 1.